Dataset: Forward reaction prediction with 1.9M reactions from USPTO patents (1976-2016). Task: Predict the product of the given reaction. (1) Given the reactants [Cl:1][C:2]1[CH:3]=[C:4]([C@@H:9](O)[CH2:10][CH3:11])[CH:5]=[CH:6][C:7]=1[Cl:8].[C:13]1(=[O:23])[C:21]2[C:16](=[CH:17][CH:18]=[CH:19][CH:20]=2)[C:15](=[O:22])[NH:14]1.C1C=CC(P(C2C=CC=CC=2)C2C=CC=CC=2)=CC=1.CC(OC(/N=N/C(OC(C)C)=O)=O)C.[OH-].[Na+], predict the reaction product. The product is: [Cl:1][C:2]1[CH:3]=[C:4]([C@H:9]([N:14]2[C:15](=[O:22])[C:16]3[C:21](=[CH:20][CH:19]=[CH:18][CH:17]=3)[C:13]2=[O:23])[CH2:10][CH3:11])[CH:5]=[CH:6][C:7]=1[Cl:8]. (2) Given the reactants [CH:1]1([C@@H:4]([NH2:6])[CH3:5])[CH2:3]C1.[F:7][C:8]1[CH:15]=[CH:14][C:11]([CH:12]=O)=[CH:10][CH:9]=1.[CH:16](=[O:23])C1C=CC=CC=1, predict the reaction product. The product is: [F:7][C:8]1[CH:15]=[CH:14][C:11]([CH2:12][NH:6][CH:4]2[CH2:1][CH2:3][O:23][CH2:16][CH2:5]2)=[CH:10][CH:9]=1. (3) Given the reactants Br[C:2]1[CH:3]=[C:4]([CH2:8][NH:9][S:10]([CH3:13])(=[O:12])=[O:11])[CH:5]=[N:6][CH:7]=1.[C:14]([N:21]1[C:29]2[C:24](=[CH:25][CH:26]=[C:27]([Cl:30])[CH:28]=2)[CH:23]=[C:22]1B(O)O)([O:16][C:17]([CH3:20])([CH3:19])[CH3:18])=[O:15].COC1C=CC=C(OC)C=1C1C=CC=CC=1P(C1CCCCC1)C1CCCCC1.P([O-])([O-])([O-])=O.[K+].[K+].[K+], predict the reaction product. The product is: [C:17]([O:16][C:14]([N:21]1[C:29]2[C:24](=[CH:25][CH:26]=[C:27]([Cl:30])[CH:28]=2)[CH:23]=[C:22]1[C:2]1[CH:7]=[N:6][CH:5]=[C:4]([CH2:8][NH:9][S:10]([CH3:13])(=[O:12])=[O:11])[CH:3]=1)=[O:15])([CH3:20])([CH3:18])[CH3:19]. (4) Given the reactants [CH2:1]([O:3][C:4](=[O:24])[CH:5]=[C:6]([C:13]1[CH:21]=[C:20]2[C:16]([CH:17]=[CH:18][NH:19]2)=[C:15]([O:22][CH3:23])[CH:14]=1)[C:7]1[CH:12]=[CH:11][CH:10]=[CH:9][CH:8]=1)[CH3:2].N1C2C(=CC=CC=2C(C2C=CC=CC=2)CC(NC)=O)C=C1, predict the reaction product. The product is: [CH2:1]([O:3][C:4](=[O:24])[CH2:5][CH:6]([C:13]1[CH:21]=[C:20]2[C:16]([CH:17]=[CH:18][NH:19]2)=[C:15]([O:22][CH3:23])[CH:14]=1)[C:7]1[CH:8]=[CH:9][CH:10]=[CH:11][CH:12]=1)[CH3:2]. (5) Given the reactants [NH2:1][C:2]1[CH:3]=[CH:4][C:5]([N:8]([CH2:16][CH2:17][N:18]2[CH:22]=[CH:21][CH:20]=[N:19]2)[C:9](=[O:15])[O:10][C:11]([CH3:14])([CH3:13])[CH3:12])=[N:6][CH:7]=1.[CH3:23][C:24]1[CH:32]=[CH:31][C:27]([C:28](O)=[O:29])=[C:26]([N:33]2[CH2:38][CH2:37][CH:36]([CH3:39])[CH2:35][CH2:34]2)[CH:25]=1.ON1C2C=CC=CC=2N=N1.Cl.CN(C)CCCN=C=NCC, predict the reaction product. The product is: [CH3:23][C:24]1[CH:32]=[CH:31][C:27]([C:28]([NH:1][C:2]2[CH:3]=[CH:4][C:5]([N:8]([CH2:16][CH2:17][N:18]3[CH:22]=[CH:21][CH:20]=[N:19]3)[C:9](=[O:15])[O:10][C:11]([CH3:13])([CH3:14])[CH3:12])=[N:6][CH:7]=2)=[O:29])=[C:26]([N:33]2[CH2:38][CH2:37][CH:36]([CH3:39])[CH2:35][CH2:34]2)[CH:25]=1. (6) Given the reactants CS(O[CH2:6][CH2:7][O:8][C:9]1[CH:14]=[CH:13][CH:12]=[C:11]([N:15]2[C:19]([NH:20][C:21](=[O:50])[NH:22][C@@H:23]3[C:32]4[C:27](=[CH:28][CH:29]=[CH:30][CH:31]=4)[C@H:26]([O:33][C:34]4[CH:35]=[CH:36][C:37]5[N:38]([C:40]([N:43]6[CH2:48][CH2:47][CH2:46][CH2:45][C@@H:44]6[CH3:49])=[N:41][N:42]=5)[CH:39]=4)[CH2:25][CH2:24]3)=[CH:18][C:17]([C:51]([CH3:72])([CH3:71])[CH2:52][O:53][Si:54]([C:67]([CH3:70])([CH3:69])[CH3:68])([C:61]3[CH:66]=[CH:65][CH:64]=[CH:63][CH:62]=3)[C:55]3[CH:60]=[CH:59][CH:58]=[CH:57][CH:56]=3)=[N:16]2)[CH:10]=1)(=O)=O.[CH3:73][NH:74][CH3:75], predict the reaction product. The product is: [Si:54]([O:53][CH2:52][C:51]([C:17]1[CH:18]=[C:19]([NH:20][C:21]([NH:22][C@@H:23]2[C:32]3[C:27](=[CH:28][CH:29]=[CH:30][CH:31]=3)[C@H:26]([O:33][C:34]3[CH:35]=[CH:36][C:37]4[N:38]([C:40]([N:43]5[CH2:48][CH2:47][CH2:46][CH2:45][C@@H:44]5[CH3:49])=[N:41][N:42]=4)[CH:39]=3)[CH2:25][CH2:24]2)=[O:50])[N:15]([C:11]2[CH:12]=[CH:13][CH:14]=[C:9]([O:8][CH2:7][CH2:6][N:74]([CH3:75])[CH3:73])[CH:10]=2)[N:16]=1)([CH3:71])[CH3:72])([C:67]([CH3:68])([CH3:69])[CH3:70])([C:61]1[CH:66]=[CH:65][CH:64]=[CH:63][CH:62]=1)[C:55]1[CH:60]=[CH:59][CH:58]=[CH:57][CH:56]=1. (7) Given the reactants [CH2:1]([O:8][C:9](=[O:52])[NH:10][CH:11]([C:26](=[O:51])[NH:27][CH:28]([C:37](=[O:50])[N:38]([CH2:42][CH:43](OCC)OCC)[CH:39]([CH3:41])[CH3:40])[CH2:29][C:30]1[CH:35]=[CH:34][C:33]([Cl:36])=[CH:32][CH:31]=1)[CH2:12][NH:13][S:14]([C:17]1[CH:22]=[C:21]([Cl:23])[CH:20]=[CH:19][C:18]=1[O:24][CH3:25])(=[O:16])=[O:15])[C:2]1[CH:7]=[CH:6][CH:5]=[CH:4][CH:3]=1, predict the reaction product. The product is: [CH2:1]([O:8][C:9](=[O:52])[NH:10][CH:11]1[C:26](=[O:51])[N:27]2[CH:28]([CH2:29][C:30]3[CH:35]=[CH:34][C:33]([Cl:36])=[CH:32][CH:31]=3)[C:37](=[O:50])[N:38]([CH:39]([CH3:41])[CH3:40])[CH2:42][CH:43]2[N:13]([S:14]([C:17]2[CH:22]=[C:21]([Cl:23])[CH:20]=[CH:19][C:18]=2[O:24][CH3:25])(=[O:15])=[O:16])[CH2:12]1)[C:2]1[CH:3]=[CH:4][CH:5]=[CH:6][CH:7]=1.